Dataset: Full USPTO retrosynthesis dataset with 1.9M reactions from patents (1976-2016). Task: Predict the reactants needed to synthesize the given product. Given the product [C:1]1([CH:7]2[CH2:16][CH2:15][C:14]3[C:9](=[CH:10][CH:11]=[C:12]([O:17][C:18]4[S:19][C:20]([CH2:23][NH:34][CH2:33][C:28]5[CH:27]=[CH:26][N:25]=[CH:30][CH:29]=5)=[CH:21][N:22]=4)[CH:13]=3)[O:8]2)[CH:2]=[CH:3][CH:4]=[CH:5][CH:6]=1, predict the reactants needed to synthesize it. The reactants are: [C:1]1([CH:7]2[CH2:16][CH2:15][C:14]3[C:9](=[CH:10][CH:11]=[C:12]([O:17][C:18]4[S:19][C:20]([CH:23]=O)=[CH:21][N:22]=4)[CH:13]=3)[O:8]2)[CH:6]=[CH:5][CH:4]=[CH:3][CH:2]=1.[N:25]1[CH:30]=[CH:29][C:28](NC)=[CH:27][CH:26]=1.[C:33]([BH3-])#[N:34].[Na+].